Dataset: Reaction yield outcomes from USPTO patents with 853,638 reactions. Task: Predict the reaction yield, written as a fraction of the theoretical maximum amount of product (1.0 means a 100% yield; for example, 0.34 means a 34% yield). (1) The reactants are [NH2:1][CH:2]1[CH2:7][CH2:6][CH2:5][CH:4]([C:8]2[CH:16]=[CH:15][C:14]([C:17]([NH2:19])=[O:18])=[C:13]3[C:9]=2[CH:10]=[CH:11][NH:12]3)[CH2:3]1.CCN(C(C)C)C(C)C.[C:29](Cl)(=[O:32])[CH:30]=[CH2:31]. The catalyst is C(Cl)Cl. The product is [C:29]([NH:1][C@@H:2]1[CH2:7][CH2:6][CH2:5][C@H:4]([C:8]2[CH:16]=[CH:15][C:14]([C:17]([NH2:19])=[O:18])=[C:13]3[C:9]=2[CH:10]=[CH:11][NH:12]3)[CH2:3]1)(=[O:32])[CH:30]=[CH2:31]. The yield is 0.190. (2) The reactants are N(C(OC(C)C)=O)=NC(OC(C)C)=O.[Si:15]([O:22][C@@H:23]([CH2:27][CH2:28][C:29]1[CH:34]=[CH:33][CH:32]=[CH:31][CH:30]=1)[C@@H:24](O)[CH3:25])([C:18]([CH3:21])([CH3:20])[CH3:19])([CH3:17])[CH3:16].[Cl:35][C:36]1[N:44]=[CH:43][N:42]=[C:41]2[C:37]=1[N:38]=[CH:39][NH:40]2.C1(P(C2C=CC=CC=2)C2C=CC=CC=2)C=CC=CC=1. The catalyst is O1CCCC1. The product is [Si:15]([O:22][C@@H:23]([CH2:27][CH2:28][C:29]1[CH:34]=[CH:33][CH:32]=[CH:31][CH:30]=1)[C@H:24]([N:40]1[CH:39]=[N:38][C:37]2[C:41]1=[N:42][CH:43]=[N:44][C:36]=2[Cl:35])[CH3:25])([C:18]([CH3:21])([CH3:20])[CH3:19])([CH3:17])[CH3:16]. The yield is 0.340.